Dataset: Reaction yield outcomes from USPTO patents with 853,638 reactions. Task: Predict the reaction yield, written as a fraction of the theoretical maximum amount of product (1.0 means a 100% yield; for example, 0.34 means a 34% yield). (1) The product is [OH:4][CH2:5][C:6]1[C:11]([N:12]2[CH2:24][CH2:23][N:15]3[C:16]4[CH2:17][CH2:18][CH2:19][CH2:20][C:21]=4[CH:22]=[C:14]3[C:13]2=[O:25])=[CH:10][CH:9]=[CH:8][C:7]=1[C:26]1[CH:31]=[C:30]([NH:32][C:33]2[CH:37]=[CH:36][N:35]([CH2:38][CH2:39][N:40]([CH3:41])[C:42](=[O:43])[O:44][C:45]([CH3:46])([CH3:47])[CH3:48])[N:34]=2)[C:29](=[O:49])[N:28]([CH3:50])[CH:27]=1. The catalyst is CC(O)C.O1CCCC1. The yield is 0.710. The reactants are C([O:4][CH2:5][C:6]1[C:11]([N:12]2[CH2:24][CH2:23][N:15]3[C:16]4[CH2:17][CH2:18][CH2:19][CH2:20][C:21]=4[CH:22]=[C:14]3[C:13]2=[O:25])=[CH:10][CH:9]=[CH:8][C:7]=1[C:26]1[CH:31]=[C:30]([NH:32][C:33]2[CH:37]=[CH:36][N:35]([CH2:38][CH2:39][N:40]([C:42]([O:44][C:45]([CH3:48])([CH3:47])[CH3:46])=[O:43])[CH3:41])[N:34]=2)[C:29](=[O:49])[N:28]([CH3:50])[CH:27]=1)(=O)C.O.[Li+].[OH-]. (2) The reactants are C(Cl)(=O)C(Cl)=O.[Br:7][C:8]1[CH:16]=[CH:15][CH:14]=[C:13]2[C:9]=1[CH:10]=[C:11]([C:17]([OH:19])=O)[NH:12]2.[NH3:20]. The catalyst is C(Cl)Cl. The product is [Br:7][C:8]1[CH:16]=[CH:15][CH:14]=[C:13]2[C:9]=1[CH:10]=[C:11]([C:17]([NH2:20])=[O:19])[NH:12]2. The yield is 1.00. (3) The reactants are [Cl:1][C:2]1[N:7]=[CH:6][C:5]([C:8]([OH:10])=[O:9])=[CH:4][CH:3]=1.[C:11](OC(O[C:11]([CH3:14])([CH3:13])[CH3:12])N(C)C)([CH3:14])([CH3:13])[CH3:12]. The catalyst is C1(C)C=CC=CC=1.CCOC(C)=O. The product is [Cl:1][C:2]1[N:7]=[CH:6][C:5]([C:8]([O:10][C:11]([CH3:14])([CH3:13])[CH3:12])=[O:9])=[CH:4][CH:3]=1. The yield is 0.860. (4) The reactants are Br[C:2]1[CH:3]=[C:4]([N+:9]([O-:11])=[O:10])[C:5]([CH3:8])=[N:6][CH:7]=1.[CH2:12]([NH:15][C:16](=[O:22])[O:17][C:18]([CH3:21])([CH3:20])[CH3:19])[C:13]#[CH:14]. The catalyst is Cl[Pd](Cl)([P](C1C=CC=CC=1)(C1C=CC=CC=1)C1C=CC=CC=1)[P](C1C=CC=CC=1)(C1C=CC=CC=1)C1C=CC=CC=1.[Cu]I. The product is [CH3:8][C:5]1[N:6]=[CH:7][C:2]([C:14]#[C:13][CH2:12][NH:15][C:16](=[O:22])[O:17][C:18]([CH3:20])([CH3:19])[CH3:21])=[CH:3][C:4]=1[N+:9]([O-:11])=[O:10]. The yield is 0.790.